Dataset: Blood-brain barrier permeability regression values from the B3DB database. Task: Regression/Classification. Given a drug SMILES string, predict its absorption, distribution, metabolism, or excretion properties. Task type varies by dataset: regression for continuous measurements (e.g., permeability, clearance, half-life) or binary classification for categorical outcomes (e.g., BBB penetration, CYP inhibition). For this dataset (b3db_regression), we predict Y. (1) The compound is C1=CN(C(=N1)[N+](=O)[O-])CC(COCF)O. The Y is -0.0100 log(BB ratio). (2) The Y is -1.52 log(BB ratio). The drug is C1=CC(=CC=C1C(CC(=O)O)CN)Cl. (3) The compound is CNCCC1=CC=CC=N1. The Y is -0.300 log(BB ratio). (4) The drug is CN=C(C[N+](=O)[O-])NCCCSC1=CC=C(O1)CN(C)C. The Y is -1.23 log(BB ratio). (5) The compound is CC(C)(C)C1=CC(=C(C=C1)OC)CN[C@H]2CCCN[C@H]2C3=CC=CC=C3. The Y is 0.980 log(BB ratio). (6) The compound is CCCN1CCOC2C1CCC3=C2C=C(C=C3)O. The Y is 0.260 log(BB ratio). (7) The molecule is CC(=O)OC. The Y is -0.130 log(BB ratio).